From a dataset of Retrosynthesis with 50K atom-mapped reactions and 10 reaction types from USPTO. Predict the reactants needed to synthesize the given product. (1) Given the product CN(CC(=O)N1CCCC1)C1CCC(Oc2ncnc3sc4c(c23)[C@@H](CC(N)=O)CC4)CC1, predict the reactants needed to synthesize it. The reactants are: CNC1CCC(Oc2ncnc3sc4c(c23)[C@@H](CC(N)=O)CC4)CC1.O=C(CCl)N1CCCC1. (2) Given the product O=c1cc(Cl)c2ccccc2n1CCN1CCC(NCc2ccc3c(c2)OCCO3)CC1, predict the reactants needed to synthesize it. The reactants are: CC(C)(C)OC(=O)N(Cc1ccc2c(c1)OCCO2)C1CCN(CCn2c(=O)cc(Cl)c3ccccc32)CC1. (3) Given the product COc1ccc(CNc2nc(SC)nc(OC)c2C(=O)NCc2ncccn2)cc1Cl, predict the reactants needed to synthesize it. The reactants are: COc1ccc(CNc2nc(SC)nc(OC)c2C(=O)O)cc1Cl.NCc1ncccn1.